This data is from Full USPTO retrosynthesis dataset with 1.9M reactions from patents (1976-2016). The task is: Predict the reactants needed to synthesize the given product. (1) Given the product [F:18][C:19]1[CH:20]=[CH:21][C:22]([CH3:29])=[C:23]([S:25]([N:8]2[CH2:9][CH2:10][C:5]3([O:4][CH2:3][CH2:2][O:1]3)[CH2:6][CH2:7]2)(=[O:27])=[O:26])[CH:24]=1, predict the reactants needed to synthesize it. The reactants are: [O:1]1[C:5]2([CH2:10][CH2:9][NH:8][CH2:7][CH2:6]2)[O:4][CH2:3][CH2:2]1.CCN(CC)CC.[F:18][C:19]1[CH:20]=[CH:21][C:22]([CH3:29])=[C:23]([S:25](Cl)(=[O:27])=[O:26])[CH:24]=1. (2) The reactants are: [CH:1]([C:4]1[CH:5]=[C:6]([CH:9]=[C:10]([CH:14]([CH3:16])[CH3:15])[C:11]=1[O:12][CH3:13])[CH:7]=O)([CH3:3])[CH3:2].[NH:17]1[C:25]2[C:20](=[CH:21][CH:22]=[CH:23][N:24]=2)[CH2:19][C:18]1=[O:26]. Given the product [CH:1]([C:4]1[CH:5]=[C:6]([CH:9]=[C:10]([CH:14]([CH3:16])[CH3:15])[C:11]=1[O:12][CH3:13])[CH:7]=[C:19]1[C:20]2[C:25](=[N:24][CH:23]=[CH:22][CH:21]=2)[NH:17][C:18]1=[O:26])([CH3:3])[CH3:2], predict the reactants needed to synthesize it. (3) Given the product [ClH:1].[ClH:1].[Br:3][C:4]1[CH:5]=[C:6]([CH:37]=[C:38]([C:40]([F:43])([F:42])[F:41])[CH:39]=1)[C:7]([N:9]([CH2:11][C@H:12]([C:30]1[CH:35]=[CH:34][C:33]([F:36])=[CH:32][CH:31]=1)[CH2:13][CH2:14][N:15]1[CH2:16][CH:17]([N:19]2[CH2:20][CH2:21][N:22]([C:25]([CH:26]3[CH2:27][CH2:28]3)=[O:29])[CH2:23][CH2:24]2)[CH2:18]1)[CH3:10])=[O:8], predict the reactants needed to synthesize it. The reactants are: [ClH:1].Cl.[Br:3][C:4]1[CH:5]=[C:6]([CH:37]=[C:38]([C:40]([F:43])([F:42])[F:41])[CH:39]=1)[C:7]([N:9]([CH2:11][C@H:12]([C:30]1[CH:35]=[CH:34][C:33]([F:36])=[CH:32][CH:31]=1)[CH2:13][CH2:14][N:15]1[CH2:18][CH:17]([N:19]2[CH2:24][CH2:23][N:22]3[C:25](=[O:29])[CH2:26][CH2:27][CH2:28][CH:21]3[CH2:20]2)[CH2:16]1)[CH3:10])=[O:8].N1CC(N2CCN(C(C3CC3)=O)CC2)C1.C([BH3-])#N.[Na+]. (4) Given the product [C:1]([O:5][C:6]([C:8]1[CH:9]=[N:10][N:11]([CH2:14][C:15]2[CH:20]=[CH:19][C:18]([C:21]([O:23][CH3:24])=[O:22])=[CH:17][CH:16]=2)[C:12]=1[S:34][CH2:31][CH2:32][CH3:33])=[O:7])([CH3:4])([CH3:3])[CH3:2], predict the reactants needed to synthesize it. The reactants are: [C:1]([O:5][C:6]([C:8]1[CH:9]=[N:10][N:11]([CH2:14][C:15]2[CH:20]=[CH:19][C:18]([C:21]([O:23][CH3:24])=[O:22])=[CH:17][CH:16]=2)[C:12]=1Cl)=[O:7])([CH3:4])([CH3:3])[CH3:2].C(=O)([O-])[O-].[K+].[K+].[CH2:31]([SH:34])[CH2:32][CH3:33].CCOC(C)=O. (5) Given the product [OH:1][CH2:2][CH2:3][CH:4]1[C:12]2[C:7](=[CH:8][CH:9]=[CH:10][CH:11]=2)[C:6](=[O:13])[N:5]1[C:14]1[C:22]2[C:17](=[N:18][CH:19]=[C:20]([C:23]3[CH:28]=[CH:27][C:26]([S:29]([CH:32]([CH3:34])[CH3:33])(=[O:31])=[O:30])=[CH:25][CH:24]=3)[N:21]=2)[NH:16][CH:15]=1, predict the reactants needed to synthesize it. The reactants are: [OH:1][CH2:2][CH2:3][CH:4]1[C:12]2[C:7](=[CH:8][CH:9]=[CH:10][CH:11]=2)[C:6](=[O:13])[N:5]1[C:14]1[C:22]2[C:17](=[N:18][CH:19]=[C:20]([C:23]3[CH:28]=[CH:27][C:26]([S:29]([CH:32]([CH3:34])[CH3:33])(=[O:31])=[O:30])=[CH:25][CH:24]=3)[N:21]=2)[N:16](C(C2C=CC=CC=2)(C2C=CC=CC=2)C2C=CC=CC=2)[CH:15]=1.[SiH](CC)(CC)CC.C(O)(C(F)(F)F)=O. (6) Given the product [CH3:8][N:6]1[C:5](=[O:9])[C:4]([C:10]2[S:14][CH:13]=[N:12][CH:11]=2)=[CH:3][C:2]([NH:1][C:18]2[C:19]3[CH:24]=[C:23]([C:25]4[CH2:26][CH2:27][N:28]([C:31]([O:33][C:34]([CH3:37])([CH3:36])[CH3:35])=[O:32])[CH2:29][CH:30]=4)[NH:22][C:20]=3[N:21]=[CH:16][N:17]=2)=[CH:7]1, predict the reactants needed to synthesize it. The reactants are: [NH2:1][C:2]1[CH:3]=[C:4]([C:10]2[S:14][CH:13]=[N:12][CH:11]=2)[C:5](=[O:9])[N:6]([CH3:8])[CH:7]=1.Cl[C:16]1[N:17]=[CH:18][C:19]2[CH:24]=[C:23]([C:25]3[CH2:26][CH2:27][N:28]([C:31]([O:33][C:34]([CH3:37])([CH3:36])[CH3:35])=[O:32])[CH2:29][CH:30]=3)[NH:22][C:20]=2[N:21]=1.CN(C=O)C.